Predict which catalyst facilitates the given reaction. From a dataset of Catalyst prediction with 721,799 reactions and 888 catalyst types from USPTO. (1) Reactant: [NH2:1][C:2]1[CH:3]=[C:4]2[C:8](=[CH:9][C:10]=1[F:11])[C:7](=O)[C:6]([CH2:18][CH2:19][CH2:20][CH3:21])([CH2:13][CH2:14][C:15](=[O:17])[CH3:16])[CH2:5]2.C(O)(=O)C.N1CCCC1. Product: [NH2:1][C:2]1[CH:3]=[C:4]2[C:8]([C:7]3[C:6]([CH2:18][CH2:19][CH2:20][CH3:21])([CH2:5]2)[CH2:13][CH2:14][C:15](=[O:17])[CH:16]=3)=[CH:9][C:10]=1[F:11]. The catalyst class is: 11. (2) Reactant: C([O:8][C:9]1[C:10]([O:39][CH3:40])=[CH:11][C:12]2[CH2:21][CH2:20][N:19]3[CH:14]([CH2:15][C:16]4[C:25]([Cl:26])=[CH:24][C:23]([O:27][CH3:28])=[C:22]([O:29][C:30](=[O:37])[C:31]5[CH:36]=[CH:35][CH:34]=[CH:33][CH:32]=5)[C:17]=4[CH2:18]3)[C:13]=2[CH:38]=1)C1C=CC=CC=1. Product: [OH:8][C:9]1[C:10]([O:39][CH3:40])=[CH:11][C:12]2[CH2:21][CH2:20][N:19]3[CH:14]([CH2:15][C:16]4[C:25]([Cl:26])=[CH:24][C:23]([O:27][CH3:28])=[C:22]([O:29][C:30](=[O:37])[C:31]5[CH:32]=[CH:33][CH:34]=[CH:35][CH:36]=5)[C:17]=4[CH2:18]3)[C:13]=2[CH:38]=1. The catalyst class is: 227.